Dataset: Full USPTO retrosynthesis dataset with 1.9M reactions from patents (1976-2016). Task: Predict the reactants needed to synthesize the given product. (1) Given the product [CH3:26][C:27]1([CH3:35])[O:31][C@@H:30]([CH2:32][O:33][NH:34][C:19]([C:11]2[O:12][C:13]3[CH:18]=[CH:17][N:16]=[CH:15][C:14]=3[C:10]=2[NH:9][C:3]2[CH:4]=[CH:5][C:6]([I:8])=[CH:7][C:2]=2[Cl:1])=[O:21])[CH2:29][O:28]1, predict the reactants needed to synthesize it. The reactants are: [Cl:1][C:2]1[CH:7]=[C:6]([I:8])[CH:5]=[CH:4][C:3]=1[NH:9][C:10]1[C:14]2[CH:15]=[N:16][CH:17]=[CH:18][C:13]=2[O:12][C:11]=1[C:19]([O:21]CC)=O.[OH-].[Na+].[CH3:26][C:27]1([CH3:35])[O:31][C@@H:30]([CH2:32][O:33][NH2:34])[CH2:29][O:28]1.C1C=CC2N(O)N=NC=2C=1.CCN(C(C)C)C(C)C. (2) Given the product [ClH:16].[NH2:6][C:5]1[N:14]([CH2:13][CH2:12][OH:11])[N:15]=[CH:3][C:4]=1[N:7]=[O:8], predict the reactants needed to synthesize it. The reactants are: CO[CH:3](OC)[C:4](=[N:7][OH:8])[C:5]#[N:6].[OH:11][CH2:12][CH2:13][NH:14][NH2:15].[ClH:16].